Dataset: Catalyst prediction with 721,799 reactions and 888 catalyst types from USPTO. Task: Predict which catalyst facilitates the given reaction. (1) Product: [S:1]1[C:5]2[CH:6]=[CH:7][CH:8]=[CH:9][C:4]=2[CH:3]=[C:2]1[CH2:10][N:39]1[CH2:40][CH2:41][N:36]([C:31]2[CH:32]=[CH:33][CH:34]=[CH:35][N:30]=2)[CH2:37][CH2:38]1. The catalyst class is: 2. Reactant: [S:1]1[C:5]2[CH:6]=[CH:7][CH:8]=[CH:9][C:4]=2[CH:3]=[C:2]1[CH2:10]O.CS(OS(C)(=O)=O)(=O)=O.CCN(C(C)C)C(C)C.[N:30]1[CH:35]=[CH:34][CH:33]=[CH:32][C:31]=1[N:36]1[CH2:41][CH2:40][NH:39][CH2:38][CH2:37]1. (2) Reactant: [CH2:1]([S:8][CH:9]1[C:13](O)([OH:14])[CH2:12][N:11]([C:16](=[O:30])[C@H:17]([CH2:26][CH:27]([CH3:29])[CH3:28])[NH:18]C(OC(C)(C)C)=O)[CH2:10]1)[C:2]1[CH:7]=[CH:6][CH:5]=[CH:4][CH:3]=1.[F:31][C:32]([F:37])([F:36])[C:33]([OH:35])=[O:34]. Product: [F:31][C:32]([F:37])([F:36])[C:33]([OH:35])=[O:34].[CH2:1]([S:8][CH:9]1[CH:13]([OH:14])[CH2:12][N:11]([C:16](=[O:30])[C@H:17]([CH2:26][CH:27]([CH3:28])[CH3:29])[NH2:18])[CH2:10]1)[C:2]1[CH:3]=[CH:4][CH:5]=[CH:6][CH:7]=1. The catalyst class is: 4. (3) Reactant: [N:1]([CH:4]1[CH2:12][C:11]2[N:10]3[CH:13]=[CH:14][CH:15]=[CH:16][C:9]3=[CH:8][C:7]=2[CH2:6][CH2:5]1)=[N+]=[N-]. Product: [CH2:6]1[CH2:5][CH:4]([NH2:1])[CH2:12][C:11]2[N:10]3[CH:13]=[CH:14][CH:15]=[CH:16][C:9]3=[CH:8][C:7]1=2. The catalyst class is: 19. (4) Reactant: Cl.[I:2][C:3]1[CH:4]=[C:5]2[C:10](=[CH:11][CH:12]=1)[N:9]=[CH:8][C:7]([C:13]([NH2:15])=[O:14])=[C:6]2[NH:16][C:17]1[CH:22]=[CH:21][CH:20]=[C:19]([O:23][CH3:24])[CH:18]=1.[C:25]([O:29][C:30](O[C:30]([O:29][C:25]([CH3:28])([CH3:27])[CH3:26])=[O:31])=[O:31])([CH3:28])([CH3:27])[CH3:26]. Product: [I:2][C:3]1[CH:4]=[C:5]2[C:10](=[CH:11][CH:12]=1)[N:9]=[CH:8][C:7]([C:13]([NH:15][C:30](=[O:31])[O:29][C:25]([CH3:28])([CH3:27])[CH3:26])=[O:14])=[C:6]2[NH:16][C:17]1[CH:22]=[CH:21][CH:20]=[C:19]([O:23][CH3:24])[CH:18]=1. The catalyst class is: 154. (5) Reactant: C(OC([NH:8][CH2:9][CH:10]([C:24]1[CH:42]=[CH:41][C:27]([O:28][CH2:29][C:30]([O:32][C:33]2[CH:38]=[CH:37][C:36]([CH3:39])=[CH:35][C:34]=2[CH3:40])=[O:31])=[CH:26][CH:25]=1)[C:11]([NH:13][C:14]1[CH:15]=[C:16]2[C:21](=[CH:22][CH:23]=1)[CH:20]=[N:19][CH:18]=[CH:17]2)=[O:12])=O)(C)(C)C.[ClH:43]. Product: [ClH:43].[ClH:43].[NH2:8][CH2:9][CH:10]([C:24]1[CH:25]=[CH:26][C:27]([O:28][CH2:29][C:30]([O:32][C:33]2[CH:38]=[CH:37][C:36]([CH3:39])=[CH:35][C:34]=2[CH3:40])=[O:31])=[CH:41][CH:42]=1)[C:11]([NH:13][C:14]1[CH:15]=[C:16]2[C:21](=[CH:22][CH:23]=1)[CH:20]=[N:19][CH:18]=[CH:17]2)=[O:12]. The catalyst class is: 2. (6) Reactant: [H-].[Al+3].[Li+].[H-].[H-].[H-].[F:7][C:8]([F:27])([F:26])[C:9]1[CH:14]=[CH:13][C:12]([N:15]2[CH2:20][CH2:19][CH:18]([C:21](OCC)=[O:22])[CH2:17][CH2:16]2)=[CH:11][CH:10]=1.O.[OH-].[Na+]. Product: [F:26][C:8]([F:7])([F:27])[C:9]1[CH:10]=[CH:11][C:12]([N:15]2[CH2:20][CH2:19][CH:18]([CH2:21][OH:22])[CH2:17][CH2:16]2)=[CH:13][CH:14]=1. The catalyst class is: 1. (7) Reactant: [F:1][C:2]1[CH:11]=[C:10]([CH3:12])[C:9]([F:13])=[CH:8][C:3]=1[C:4]([O:6][CH3:7])=[O:5].[Br:14]N1C(=O)CCC1=O.ClCCl. Product: [Br:14][CH2:12][C:10]1[C:9]([F:13])=[CH:8][C:3]([C:4]([O:6][CH3:7])=[O:5])=[C:2]([F:1])[CH:11]=1. The catalyst class is: 340.